Dataset: Reaction yield outcomes from USPTO patents with 853,638 reactions. Task: Predict the reaction yield, written as a fraction of the theoretical maximum amount of product (1.0 means a 100% yield; for example, 0.34 means a 34% yield). (1) The reactants are Cl.[CH2:2]([O:12][C:13]1[CH:18]=[CH:17][C:16]([N+:19]([O-])=O)=[CH:15][CH:14]=1)[CH2:3][CH2:4][CH2:5][CH2:6][CH2:7][CH2:8][CH2:9][CH2:10][CH3:11].O.O.[Sn](Cl)Cl. The catalyst is C(O)C. The product is [CH2:2]([O:12][C:13]1[CH:18]=[CH:17][C:16]([NH2:19])=[CH:15][CH:14]=1)[CH2:3][CH2:4][CH2:5][CH2:6][CH2:7][CH2:8][CH2:9][CH2:10][CH3:11]. The yield is 0.927. (2) The reactants are [C:1]([C:4]1[CH:5]=[N:6][C:7]2[C:12]([C:13]=1[NH:14][CH:15]1[CH2:20][CH2:19][CH:18]([CH2:21][N:22]3[CH2:27][CH2:26][N:25](C(OC(C)(C)C)=O)[CH2:24][CH2:23]3)[CH2:17][CH2:16]1)=[N:11][C:10]([C:35]1[CH:40]=[C:39]([Cl:41])[C:38]([OH:42])=[C:37]([Cl:43])[CH:36]=1)=[CH:9][CH:8]=2)(=[O:3])[CH3:2].C(O)(C(F)(F)F)=O. No catalyst specified. The product is [ClH:41].[ClH:41].[ClH:41].[Cl:41][C:39]1[CH:40]=[C:35]([C:10]2[N:11]=[C:12]3[C:7](=[CH:8][CH:9]=2)[N:6]=[CH:5][C:4]([C:1](=[O:3])[CH3:2])=[C:13]3[NH:14][C@H:15]2[CH2:20][CH2:19][C@H:18]([CH2:21][N:22]3[CH2:23][CH2:24][NH:25][CH2:26][CH2:27]3)[CH2:17][CH2:16]2)[CH:36]=[C:37]([Cl:43])[C:38]=1[OH:42]. The yield is 0.470. (3) The reactants are [CH3:1][O:2][C:3](=[O:44])[C@H:4]1[O:31][CH:8]([O:9][C:10]2[CH:15]=[CH:14][C:13]([CH2:16][CH2:17][CH2:18][CH2:19][NH:20]C(OCC3C=CC=CC=3)=O)=[CH:12][CH:11]=2)[C@H:7]([O:32][C:33](=[O:35])[CH3:34])[C@@H:6]([O:36][C:37](=[O:39])[CH3:38])[C@@H:5]1[O:40][C:41](=[O:43])[CH3:42]. The catalyst is CO.[Pd]. The product is [CH3:1][O:2][C:3](=[O:44])[C@H:4]1[O:31][CH:8]([O:9][C:10]2[CH:11]=[CH:12][C:13]([CH2:16][CH2:17][CH2:18][CH2:19][NH2:20])=[CH:14][CH:15]=2)[C@H:7]([O:32][C:33](=[O:35])[CH3:34])[C@@H:6]([O:36][C:37](=[O:39])[CH3:38])[C@@H:5]1[O:40][C:41](=[O:43])[CH3:42]. The yield is 0.840. (4) The reactants are [Cl:1][C:2]1[N:10](CC=C)[C:9]2[C:8](=[O:14])[NH:7][C:6](=[O:15])[N:5]([CH2:16][CH2:17][CH2:18][CH2:19][CH3:20])[C:4]=2[N:3]=1.[CH:21]1([S:26]([C:29]2[CH:34]=[CH:33][C:32]([CH2:35][CH2:36][CH2:37][CH2:38]O)=[CH:31][CH:30]=2)(=[O:28])=[O:27])[CH2:25][CH2:24][CH2:23][CH2:22]1.C1C=CC(P(C2C=CC=CC=2)C2C=CC=CC=2)=CC=1.C1C=CC(COC(/N=N/C(OCC2C=CC=CC=2)=O)=O)=CC=1.N1CCOCC1. The catalyst is CN(C=O)C.C1C=CC([P]([Pd]([P](C2C=CC=CC=2)(C2C=CC=CC=2)C2C=CC=CC=2)([P](C2C=CC=CC=2)(C2C=CC=CC=2)C2C=CC=CC=2)[P](C2C=CC=CC=2)(C2C=CC=CC=2)C2C=CC=CC=2)(C2C=CC=CC=2)C2C=CC=CC=2)=CC=1.CO. The product is [Cl:1][C:2]1[NH:10][C:9]2[C:8](=[O:14])[N:7]([CH2:38][CH2:37][CH2:36][CH2:35][C:32]3[CH:33]=[CH:34][C:29]([S:26]([CH:21]4[CH2:22][CH2:23][CH2:24][CH2:25]4)(=[O:27])=[O:28])=[CH:30][CH:31]=3)[C:6](=[O:15])[N:5]([CH2:16][CH2:17][CH2:18][CH2:19][CH3:20])[C:4]=2[N:3]=1. The yield is 0.0300. (5) The reactants are [Cl:1][C:2]1[CH:11]=[CH:10][C:9]([NH2:12])=[C:8]2[C:3]=1[CH:4]=[CH:5][CH:6]=[N:7]2.[F:13][C:14]1[C:19]([F:20])=[CH:18][C:17]([S:21](Cl)(=[O:23])=[O:22])=[C:16]([N+:25]([O-:27])=[O:26])[CH:15]=1.N1C=CC=CC=1. The catalyst is CN(C1C=CN=CC=1)C.C(Cl)Cl. The product is [Cl:1][C:2]1[CH:11]=[CH:10][C:9]([NH:12][S:21]([C:17]2[CH:18]=[C:19]([F:20])[C:14]([F:13])=[CH:15][C:16]=2[N+:25]([O-:27])=[O:26])(=[O:22])=[O:23])=[C:8]2[C:3]=1[CH:4]=[CH:5][CH:6]=[N:7]2. The yield is 0.140.